Predict the reactants needed to synthesize the given product. From a dataset of Full USPTO retrosynthesis dataset with 1.9M reactions from patents (1976-2016). (1) Given the product [F:79][C:80]([F:85])([F:84])[C:81]([OH:83])=[O:82].[Br:55][C:56]1[CH:57]=[C:58]2[C:64]([C:65]3[CH:70]=[CH:69][C:68]([CH2:71][NH:72][C:5](=[O:7])[CH2:4][CH2:3][C@@H:2]([C:8]([OH:10])=[O:9])[NH2:1])=[CH:67][CH:66]=3)=[C:63]([C:73]3[CH:74]=[CH:75][CH:76]=[CH:77][CH:78]=3)[NH:62][C:59]2=[N:60][CH:61]=1, predict the reactants needed to synthesize it. The reactants are: [NH:1](C(OC(C)(C)C)=O)[C@H:2]([C:8]([O:10]C(C)(C)C)=[O:9])[CH2:3][CH2:4][C:5](=[O:7])O.CN(C(ON1N=NC2C=CC=NC1=2)=[N+](C)C)C.F[P-](F)(F)(F)(F)F.C(N(C(C)C)CC)(C)C.[Br:55][C:56]1[CH:57]=[C:58]2[C:64]([C:65]3[CH:70]=[CH:69][C:68]([CH2:71][NH2:72])=[CH:67][CH:66]=3)=[C:63]([C:73]3[CH:78]=[CH:77][CH:76]=[CH:75][CH:74]=3)[NH:62][C:59]2=[N:60][CH:61]=1.[F:79][C:80]([F:85])([F:84])[C:81]([OH:83])=[O:82]. (2) Given the product [N:7]1[CH:12]=[CH:11][CH:10]=[CH:9][C:8]=1[CH2:13][S:14]([CH2:15][CH2:16][CH2:17][CH2:18][CH2:19][O:20][C:21]1[CH:22]=[CH:23][C:24]([C@H:27]2[CH2:44][C@@:42]3([CH3:43])[C@@H:38]([CH2:39][CH2:40][C@@H:41]3[OH:45])[C@H:37]3[C@H:28]2[C:29]2[CH:30]=[CH:31][C:32]([OH:46])=[CH:33][C:34]=2[CH2:35][CH2:36]3)=[CH:25][CH:26]=1)=[O:48], predict the reactants needed to synthesize it. The reactants are: I([O-])(=O)(=O)=O.[Na+].[N:7]1[CH:12]=[CH:11][CH:10]=[CH:9][C:8]=1[CH2:13][S:14][CH2:15][CH2:16][CH2:17][CH2:18][CH2:19][O:20][C:21]1[CH:26]=[CH:25][C:24]([C@H:27]2[CH2:44][C@@:42]3([CH3:43])[C@@H:38]([CH2:39][CH2:40][C@@H:41]3[OH:45])[C@H:37]3[C@H:28]2[C:29]2[CH:30]=[CH:31][C:32]([OH:46])=[CH:33][C:34]=2[CH2:35][CH2:36]3)=[CH:23][CH:22]=1.I([O-])(=O)(=O)=[O:48]. (3) Given the product [CH2:16]([C:15]1[C:9]2[O:8][CH2:7][C:6]3=[N:5][CH:4]=[CH:3][N:11]3[C:10]=2[CH:12]=[CH:13][CH:14]=1)[CH:17]=[CH2:18], predict the reactants needed to synthesize it. The reactants are: CO[CH:3](OC)[CH2:4][NH:5][C:6]1[CH2:7][O:8][C:9]2[C:15]([CH2:16][CH:17]=[CH2:18])=[CH:14][CH:13]=[CH:12][C:10]=2[N:11]=1.Cl. (4) The reactants are: F[C:2]1[N:7]=[C:6]([C:8]2[C:16]3[C:11](=[CH:12][N:13]=[C:14]([C:17]4[CH:18]=[N:19][N:20]([CH3:22])[CH:21]=4)[CH:15]=3)[N:10](C3CCCCO3)[N:9]=2)[CH:5]=[CH:4][CH:3]=1.[NH:29]1[CH2:34][CH2:33][CH:32]([CH2:35][NH:36]C(=O)OC(C)(C)C)[CH2:31][CH2:30]1. Given the product [CH3:22][N:20]1[CH:21]=[C:17]([C:14]2[CH:15]=[C:16]3[C:8]([C:6]4[N:7]=[C:2]([N:29]5[CH2:34][CH2:33][CH:32]([CH2:35][NH2:36])[CH2:31][CH2:30]5)[CH:3]=[CH:4][CH:5]=4)=[N:9][NH:10][C:11]3=[CH:12][N:13]=2)[CH:18]=[N:19]1, predict the reactants needed to synthesize it.